Dataset: Reaction yield outcomes from USPTO patents with 853,638 reactions. Task: Predict the reaction yield, written as a fraction of the theoretical maximum amount of product (1.0 means a 100% yield; for example, 0.34 means a 34% yield). The reactants are C(C1C=C(NC2N=C(NC3C=CC=C(C(O)=O)C=3)C(F)=CN=2)C=CC=1)(O)=O.[OH:28][C:29]1[CH:30]=[C:31]([NH:39][C:40]2[N:45]=[C:44]([NH:46][C:47]3[CH:52]=[CH:51][C:50]([C:53]([O:55]C)=[O:54])=[C:49]([OH:57])[CH:48]=3)[C:43]([F:58])=[CH:42][N:41]=2)[CH:32]=[CH:33][C:34]=1[C:35]([O:37]C)=[O:36].[OH-].[Na+]. No catalyst specified. The product is [OH:28][C:29]1[CH:30]=[C:31]([NH:39][C:40]2[N:45]=[C:44]([NH:46][C:47]3[CH:52]=[CH:51][C:50]([C:53]([OH:55])=[O:54])=[C:49]([OH:57])[CH:48]=3)[C:43]([F:58])=[CH:42][N:41]=2)[CH:32]=[CH:33][C:34]=1[C:35]([OH:37])=[O:36]. The yield is 0.770.